From a dataset of Forward reaction prediction with 1.9M reactions from USPTO patents (1976-2016). Predict the product of the given reaction. (1) Given the reactants [C:1]([O:5][C:6](=[O:13])[NH:7][C@H:8]1[CH2:12][CH2:11][NH:10][CH2:9]1)([CH3:4])([CH3:3])[CH3:2].[C:14]1([CH:20]([C:23]2[CH:28]=[CH:27][CH:26]=[CH:25][CH:24]=2)[CH:21]=O)[CH:19]=[CH:18][CH:17]=[CH:16][CH:15]=1, predict the reaction product. The product is: [C:1]([O:5][C:6](=[O:13])[NH:7][C@H:8]1[CH2:12][CH2:11][N:10]([CH2:21][CH:20]([C:14]2[CH:19]=[CH:18][CH:17]=[CH:16][CH:15]=2)[C:23]2[CH:28]=[CH:27][CH:26]=[CH:25][CH:24]=2)[CH2:9]1)([CH3:4])([CH3:2])[CH3:3]. (2) Given the reactants [F:1][C:2]1([F:18])[CH2:6][N:5](C(OC(C)(C)C)=O)[C@H:4]([C:14](=[O:17])[NH:15][CH3:16])[CH2:3]1.[ClH:19], predict the reaction product. The product is: [ClH:19].[F:18][C:2]1([F:1])[CH2:6][NH:5][C@H:4]([C:14](=[O:17])[NH:15][CH3:16])[CH2:3]1.